This data is from Reaction yield outcomes from USPTO patents with 853,638 reactions. The task is: Predict the reaction yield, written as a fraction of the theoretical maximum amount of product (1.0 means a 100% yield; for example, 0.34 means a 34% yield). (1) The reactants are [F:1][C:2]([F:7])([F:6])[C:3]([OH:5])=[O:4].[F:8][C:9]([F:14])([F:13])[C:10]([OH:12])=[O:11].FC(F)(F)C(O)=O.[Cl:22][C:23]1[CH:24]=[N:25][C:26]2[NH:27][C:28]3[CH:29]=[N:30][CH:31]=[C:32]([CH:53]=3)[CH2:33][CH2:34][C:35]3[CH:43]=[C:39]([NH:40][C:41]=1[N:42]=2)[CH:38]=[CH:37][C:36]=3[NH:44][C:45](=[O:52])[CH2:46][CH:47]1[CH2:51][CH2:50][NH:49][CH2:48]1.[C:54]1([N:60]=[C:61]=[O:62])[CH:59]=[CH:58][CH:57]=[CH:56][CH:55]=1. No catalyst specified. The product is [F:1][C:2]([F:7])([F:6])[C:3]([OH:5])=[O:4].[F:8][C:9]([F:14])([F:13])[C:10]([OH:12])=[O:11].[Cl:22][C:23]1[CH:24]=[N:25][C:26]2[NH:27][C:28]3[CH:29]=[N:30][CH:31]=[C:32]([CH:53]=3)[CH2:33][CH2:34][C:35]3[CH:43]=[C:39]([NH:40][C:41]=1[N:42]=2)[CH:38]=[CH:37][C:36]=3[NH:44][C:45](=[O:52])[CH2:46][CH:47]1[CH2:51][CH2:50][N:49]([C:61]([NH:60][C:54]2[CH:59]=[CH:58][CH:57]=[CH:56][CH:55]=2)=[O:62])[CH2:48]1. The yield is 0.440. (2) The catalyst is Cl.O1CCOCC1. The reactants are O1CCCCC1[N:7]1[C:15]2[C:10](=[CH:11][C:12]([C:16]3[N:20]=[CH:19][N:18](C(C4C=CC=CC=4)(C4C=CC=CC=4)C4C=CC=CC=4)[N:17]=3)=[CH:13][CH:14]=2)[C:9]([C:40]2[CH:41]=[C:42]([NH:46][C:47]([C:49]3[CH:54]=[CH:53][CH:52]=[CH:51][N:50]=3)=[O:48])[CH:43]=[CH:44][CH:45]=2)=[N:8]1. The yield is 0.390. The product is [NH:18]1[CH:19]=[N:20][C:16]([C:12]2[CH:11]=[C:10]3[C:15](=[CH:14][CH:13]=2)[NH:7][N:8]=[C:9]3[C:40]2[CH:41]=[C:42]([NH:46][C:47]([C:49]3[CH:54]=[CH:53][CH:52]=[CH:51][N:50]=3)=[O:48])[CH:43]=[CH:44][CH:45]=2)=[N:17]1. (3) The reactants are [N+:1]([C:4]1[CH:5]=[C:6]2[C:10](=[CH:11][CH:12]=1)[NH:9][CH2:8][CH2:7]2)([O-:3])=[O:2].[CH3:13][S:14](Cl)(=[O:16])=[O:15].C(N(CC)CC)C.O. The catalyst is ClCCl. The product is [CH3:13][S:14]([N:9]1[C:10]2[C:6](=[CH:5][C:4]([N+:1]([O-:3])=[O:2])=[CH:12][CH:11]=2)[CH2:7][CH2:8]1)(=[O:16])=[O:15]. The yield is 0.920. (4) The reactants are [NH2:1][C:2]1[C:6]([CH3:7])=[CH:5][S:4][C:3]=1[C:8]([O:10]C)=O.[C:12]([C:14]1[CH:19]=[CH:18][CH:17]=[CH:16][N:15]=1)#[N:13].Cl.O1CCOCC1.[OH-].[NH4+]. No catalyst specified. The product is [CH3:7][C:6]1[C:2]2[N:1]=[C:12]([C:14]3[CH:19]=[CH:18][CH:17]=[CH:16][N:15]=3)[N:13]=[C:8]([OH:10])[C:3]=2[S:4][CH:5]=1. The yield is 0.570. (5) The reactants are [CH2:1]([O:3][C:4]([CH:6]1[CH2:8][CH:7]1[C:9]1[CH:14]=[CH:13][C:12]([O:15]CC2C=CC=CC=2)=[CH:11][C:10]=1[CH3:23])=[O:5])[CH3:2]. The catalyst is CCOC(C)=O.[Pd]. The product is [CH2:1]([O:3][C:4]([CH:6]1[CH2:8][CH:7]1[C:9]1[CH:14]=[CH:13][C:12]([OH:15])=[CH:11][C:10]=1[CH3:23])=[O:5])[CH3:2]. The yield is 0.940. (6) The reactants are [F:1][C:2]([F:14])([F:13])[C:3]1[CH:11]=[C:10]2[C:6]([CH:7]=[CH:8][NH:9]2)=[C:5](N)[CH:4]=1.N([O-])=O.[Na+].F[B-](F)(F)F.[Na+].[I-:25].[Na+]. The catalyst is Cl.O.C(#N)C. The product is [I:25][C:5]1[CH:4]=[C:3]([C:2]([F:14])([F:13])[F:1])[CH:11]=[C:10]2[C:6]=1[CH:7]=[CH:8][NH:9]2. The yield is 0.590.